Dataset: CYP2C19 inhibition data for predicting drug metabolism from PubChem BioAssay. Task: Regression/Classification. Given a drug SMILES string, predict its absorption, distribution, metabolism, or excretion properties. Task type varies by dataset: regression for continuous measurements (e.g., permeability, clearance, half-life) or binary classification for categorical outcomes (e.g., BBB penetration, CYP inhibition). Dataset: cyp2c19_veith. (1) The molecule is Cc1ccc(C)n1CCN1CCN(CC(=O)Nc2cc(C(F)(F)F)ccc2Cl)CC1. The result is 1 (inhibitor). (2) The compound is O=C(c1ccncc1)N1CCC2(CCCN(c3ccncc3)C2)CC1. The result is 0 (non-inhibitor). (3) The molecule is Cc1c(Br)c([N+](=O)[O-])nn1C(C)C(=O)Nc1nccs1. The result is 1 (inhibitor). (4) The molecule is CCC(C(=O)NC(C)(C)C)N(C(=O)Cn1nnc(-c2cccs2)n1)c1cnc2ccccc2c1. The result is 1 (inhibitor). (5) The compound is NS(=O)(=O)c1cc2c(cc1Cl)NC=NS2(=O)=O. The result is 0 (non-inhibitor). (6) The compound is Nc1ccc(-c2sc(N)nc2-c2ccccc2)cc1. The result is 1 (inhibitor). (7) The drug is COc1cccc(Nc2ncc3ncc(=O)n(C4CC4)c3n2)c1. The result is 0 (non-inhibitor).